Task: Predict the reactants needed to synthesize the given product.. Dataset: Full USPTO retrosynthesis dataset with 1.9M reactions from patents (1976-2016) (1) Given the product [CH:30]1([N:31]2[CH2:9][CH2:10][CH:11]([N:14]3[C:22]4[C:17](=[CH:18][CH:19]=[CH:20][CH:21]=4)[C:16]([CH2:24][C:25]([NH:27][CH3:28])=[O:26])([CH3:23])[C:15]3=[O:29])[CH2:12][CH2:13]2)[CH2:13][CH2:12][CH2:11][CH2:10][CH2:9]1, predict the reactants needed to synthesize it. The reactants are: C(N1[CH2:13][CH2:12][CH:11]([N:14]2[C:22]3[C:17](=[CH:18][CH:19]=[CH:20][CH:21]=3)[C:16]([CH2:24][C:25]([NH:27][CH3:28])=[O:26])([CH3:23])[C:15]2=[O:29])[CH2:10][CH2:9]1)C1C=CC=CC=1.[CH3:30][NH2:31]. (2) The reactants are: [O:1]=[C:2]1[N:6]([C:7]2[CH:8]=[CH:9][C:10]3[S:15][CH2:14][C:13](=[O:16])[NH:12][C:11]=3[CH:17]=2)[CH2:5][C@@H:4]([CH2:18][CH2:19][CH2:20][NH:21][C@H:22]2[C:32]3[C:33]4[N:24]([C:25](=[O:34])[CH:26]=[N:27][C:28]=4[CH:29]=[CH:30][CH:31]=3)[CH2:23]2)[O:3]1.[BH4-].[Na+]. Given the product [O:1]=[C:2]1[N:6]([C:7]2[CH:8]=[CH:9][C:10]3[S:15][CH2:14][C:13](=[O:16])[NH:12][C:11]=3[CH:17]=2)[CH2:5][C@@H:4]([CH2:18][CH2:19][CH2:20][NH:21][C@H:22]2[C:32]3[C:33]4[N:24]([C:25](=[O:34])[CH2:26][NH:27][C:28]=4[CH:29]=[CH:30][CH:31]=3)[CH2:23]2)[O:3]1, predict the reactants needed to synthesize it. (3) The reactants are: C([NH:4][C:5]1[N:9]([CH2:10][C:11](OCC)=[O:12])[N:8]=[C:7]([C:16]2[CH:21]=[CH:20][CH:19]=[CH:18][CH:17]=2)[C:6]=1[C:22]#[C:23][C:24]1[CH:29]=[CH:28][CH:27]=[CH:26][CH:25]=1)(=O)C.[BH4-].[Na+]. Given the product [NH2:4][C:5]1[N:9]([CH2:10][CH2:11][OH:12])[N:8]=[C:7]([C:16]2[CH:21]=[CH:20][CH:19]=[CH:18][CH:17]=2)[C:6]=1[C:22]#[C:23][C:24]1[CH:29]=[CH:28][CH:27]=[CH:26][CH:25]=1, predict the reactants needed to synthesize it. (4) The reactants are: [Br:1][C:2]1[NH:3][C:4]([C:11]([O:13][CH3:14])=[O:12])=[C:5]([C:7]([O:9][CH3:10])=[O:8])[N:6]=1.[CH3:15][O:16][C:17]1[CH:24]=[CH:23][C:20]([CH2:21]Cl)=[CH:19][CH:18]=1. Given the product [Br:1][C:2]1[N:6]([CH2:21][C:20]2[CH:23]=[CH:24][C:17]([O:16][CH3:15])=[CH:18][CH:19]=2)[C:5]([C:7]([O:9][CH3:10])=[O:8])=[C:4]([C:11]([O:13][CH3:14])=[O:12])[N:3]=1, predict the reactants needed to synthesize it. (5) Given the product [O:25]=[C:24]([N:53]1[CH2:58][CH2:57][CH2:56][CH:55]([C:59]2[CH:64]=[CH:63][CH:62]=[CH:61][N:60]=2)[CH2:54]1)[CH2:23][N:3]1[C:4]2([CH2:22][CH2:21][CH2:20][CH2:19][CH2:18]2)[N:5]=[C:6]([C:7]2[CH:12]=[CH:11][C:10]([O:13][C:14]([F:17])([F:16])[F:15])=[CH:9][CH:8]=2)[C:2]1=[O:1], predict the reactants needed to synthesize it. The reactants are: [O:1]=[C:2]1[C:6]([C:7]2[CH:12]=[CH:11][C:10]([O:13][C:14]([F:17])([F:16])[F:15])=[CH:9][CH:8]=2)=[N:5][C:4]2([CH2:22][CH2:21][CH2:20][CH2:19][CH2:18]2)[N:3]1[CH2:23][C:24](Cl)=[O:25].O=C1C(C2C=CC(OC(F)(F)F)=CC=2)=NC2(CCCCC2)N1CC(O)=O.[NH:53]1[CH2:58][CH2:57][CH2:56][CH:55]([C:59]2[CH:64]=[CH:63][CH:62]=[CH:61][N:60]=2)[CH2:54]1.C(N(CC)CC)C. (6) Given the product [C:10]([O:14][C:15](=[O:16])[NH:9][C:5]1[CH:6]=[CH:7][CH:8]=[C:3]([C:1]#[CH:2])[CH:4]=1)([CH3:13])([CH3:12])[CH3:11], predict the reactants needed to synthesize it. The reactants are: [C:1]([C:3]1[CH:4]=[C:5]([NH2:9])[CH:6]=[CH:7][CH:8]=1)#[CH:2].[C:10]([O:14][C:15](O[C:15]([O:14][C:10]([CH3:13])([CH3:12])[CH3:11])=[O:16])=[O:16])([CH3:13])([CH3:12])[CH3:11].CN(C)CCCN. (7) Given the product [F:1][C:2]1[CH:10]=[C:9]2[C:5]([C:6]([C:20]3[CH:21]=[CH:22][C:23]([N:26]([CH2:37][CH2:36][S:38]([CH3:41])(=[O:40])=[O:39])[C:27](=[O:33])[O:28][C:29]([CH3:30])([CH3:32])[CH3:31])=[N:24][CH:25]=3)=[CH:7][N:8]2[S:11]([C:14]2[CH:15]=[CH:16][CH:17]=[CH:18][CH:19]=2)(=[O:13])=[O:12])=[CH:4][CH:3]=1, predict the reactants needed to synthesize it. The reactants are: [F:1][C:2]1[CH:10]=[C:9]2[C:5]([C:6]([C:20]3[CH:21]=[CH:22][C:23]([NH:26][C:27](=[O:33])[O:28][C:29]([CH3:32])([CH3:31])[CH3:30])=[N:24][CH:25]=3)=[CH:7][N:8]2[S:11]([C:14]2[CH:19]=[CH:18][CH:17]=[CH:16][CH:15]=2)(=[O:13])=[O:12])=[CH:4][CH:3]=1.[H-].[Na+].[CH:36]([S:38]([CH3:41])(=[O:40])=[O:39])=[CH2:37]. (8) Given the product [CH3:1][C:2]1[CH:3]=[C:4]([CH3:5])[N:14]([C:9]2[N:10]=[CH:11][CH:12]=[CH:13][N:8]=2)[N:15]=1, predict the reactants needed to synthesize it. The reactants are: [CH3:1][C:2](=O)[CH2:3][C:4](=O)[CH3:5].[N:8]1[CH:13]=[CH:12][CH:11]=[N:10][C:9]=1[NH:14][NH2:15]. (9) Given the product [O:1]=[C:2]1[CH2:10][C:9]2[C:4](=[C:5]([C:11]([NH:36][C:34]3([C:31]4[CH:32]=[CH:33][C:28]([C:27]([OH:26])=[O:37])=[CH:29][CH:30]=4)[CH2:39][CH2:35]3)=[O:13])[CH:6]=[CH:7][CH:8]=2)[N:3]1[CH2:14][C:15]1[CH:16]=[CH:17][C:18]([C:21]([F:23])([F:24])[F:22])=[CH:19][CH:20]=1, predict the reactants needed to synthesize it. The reactants are: [O:1]=[C:2]1[CH2:10][C:9]2[C:4](=[C:5]([C:11]([OH:13])=O)[CH:6]=[CH:7][CH:8]=2)[N:3]1[CH2:14][C:15]1[CH:20]=[CH:19][C:18]([C:21]([F:24])([F:23])[F:22])=[CH:17][CH:16]=1.C[O:26][C:27](=[O:37])[C:28]1[CH:33]=[CH:32][C:31]([CH:34]([NH2:36])[CH3:35])=[CH:30][CH:29]=1.Cl.[CH2:39](N=C=NCCCN(C)C)C.CN1CCOCC1.[Li+].[OH-]. (10) Given the product [Cl:15][C:7]1[NH:6][C:5](=[O:12])[N:4]([CH:1]([CH3:3])[CH3:2])[C:9](=[O:10])[CH:8]=1, predict the reactants needed to synthesize it. The reactants are: [CH:1]([N:4]1[C:9](=[O:10])[CH2:8][C:7](=O)[NH:6][C:5]1=[O:12])([CH3:3])[CH3:2].P(Cl)(Cl)([Cl:15])=O.